From a dataset of Full USPTO retrosynthesis dataset with 1.9M reactions from patents (1976-2016). Predict the reactants needed to synthesize the given product. (1) Given the product [N:7]1([CH2:12][CH2:13][CH2:14][O:15][C:16]2[CH:21]=[CH:20][C:19]([C:22]3([CH2:28][OH:29])[CH2:23][CH2:24][O:25][CH2:26][CH2:27]3)=[CH:18][CH:17]=2)[CH2:11][CH2:10][CH2:9][CH2:8]1, predict the reactants needed to synthesize it. The reactants are: [H-].[Al+3].[Li+].[H-].[H-].[H-].[N:7]1([CH2:12][CH2:13][CH2:14][O:15][C:16]2[CH:21]=[CH:20][C:19]([C:22]3([C:28](OC)=[O:29])[CH2:27][CH2:26][O:25][CH2:24][CH2:23]3)=[CH:18][CH:17]=2)[CH2:11][CH2:10][CH2:9][CH2:8]1.O. (2) Given the product [N:1]1([CH2:7][CH2:8][NH:9][CH2:8][CH2:7][N:1]2[CH2:6][CH2:5][NH:4][CH2:3][CH2:2]2)[CH2:6][CH2:5][NH:4][CH2:3][CH2:2]1, predict the reactants needed to synthesize it. The reactants are: [N:1]1([CH2:7][CH2:8][NH2:9])[CH2:6][CH2:5][NH:4][CH2:3][CH2:2]1.[H][H]. (3) Given the product [F:37][C:2]1([F:1])[O:6][C:5]2[CH:7]=[CH:8][C:9]([C:11]3([C:14]([NH:16][C@H:17]4[C:26]5[C:21](=[CH:22][C:23]([CH3:27])=[CH:24][CH:25]=5)[O:20][C@@H:19]([C:28]5[CH:29]=[C:30]([CH:34]=[CH:35][CH:36]=5)[C:31]([NH:62][CH:63]5[CH2:67][CH2:66][C:65]([CH3:73])([C:68]([O:70][CH2:71][CH3:72])=[O:69])[CH2:64]5)=[O:32])[CH2:18]4)=[O:15])[CH2:13][CH2:12]3)=[CH:10][C:4]=2[O:3]1, predict the reactants needed to synthesize it. The reactants are: [F:1][C:2]1([F:37])[O:6][C:5]2[CH:7]=[CH:8][C:9]([C:11]3([C:14]([NH:16][C@H:17]4[C:26]5[C:21](=[CH:22][C:23]([CH3:27])=[CH:24][CH:25]=5)[O:20][C@@H:19]([C:28]5[CH:29]=[C:30]([CH:34]=[CH:35][CH:36]=5)[C:31](O)=[O:32])[CH2:18]4)=[O:15])[CH2:13][CH2:12]3)=[CH:10][C:4]=2[O:3]1.CN(C(ON1N=NC2C=CC=NC1=2)=[N+](C)C)C.F[P-](F)(F)(F)(F)F.[NH2:62][CH:63]1[CH2:67][CH2:66][C:65]([CH3:73])([C:68]([O:70][CH2:71][CH3:72])=[O:69])[CH2:64]1. (4) Given the product [F:4][C:2]([C:5]1[O:9][C:8]([CH2:10][N:11]2[CH:15]=[C:14]([NH:16][C:29]([C:25]3[N:26]=[CH:27][S:28][C:24]=3[C:20]3[CH:21]=[CH:22][CH:23]=[C:18]([Cl:17])[CH:19]=3)=[O:30])[CH:13]=[N:12]2)=[CH:7][CH:6]=1)([F:1])[CH3:3], predict the reactants needed to synthesize it. The reactants are: [F:1][C:2]([C:5]1[O:9][C:8]([CH2:10][N:11]2[CH:15]=[C:14]([NH2:16])[CH:13]=[N:12]2)=[CH:7][CH:6]=1)([F:4])[CH3:3].[Cl:17][C:18]1[CH:19]=[C:20]([C:24]2[S:28][CH:27]=[N:26][C:25]=2[C:29](O)=[O:30])[CH:21]=[CH:22][CH:23]=1. (5) Given the product [C:14]1([NH:13][CH2:1][C:3]2[CH:12]=[CH:11][C:6]([C:7]([O:9][CH3:10])=[O:8])=[CH:5][CH:4]=2)[CH:19]=[CH:18][CH:17]=[CH:16][CH:15]=1, predict the reactants needed to synthesize it. The reactants are: [CH:1]([C:3]1[CH:12]=[CH:11][C:6]([C:7]([O:9][CH3:10])=[O:8])=[CH:5][CH:4]=1)=O.[NH2:13][C:14]1[CH:19]=[CH:18][CH:17]=[CH:16][CH:15]=1.C([BH3-])#N.[Na+].